From a dataset of hERG potassium channel inhibition data for cardiac toxicity prediction from Karim et al.. Regression/Classification. Given a drug SMILES string, predict its toxicity properties. Task type varies by dataset: regression for continuous values (e.g., LD50, hERG inhibition percentage) or binary classification for toxic/non-toxic outcomes (e.g., AMES mutagenicity, cardiotoxicity, hepatotoxicity). Dataset: herg_karim. (1) The molecule is CCN(CC)CC(=O)N[C@@H]1CC[C@@H](C(=O)NC(c2ccc(F)cc2)c2ccc(F)cc2)[C@H](c2ccc(Br)cc2)C1. The result is 1 (blocker). (2) The drug is COC(=O)N(NC(=O)c1c(OC2CCN(C3CCOCC3)CC2)c(-c2ccccc2)nc2ccccc12)c1ccccc1. The result is 1 (blocker). (3) The drug is Cn1c2c(c3cc(C(=O)NCCCC(=O)NC4CC4)ccc31)CC(C1CCOCC1)CC2. The result is 0 (non-blocker).